From a dataset of Forward reaction prediction with 1.9M reactions from USPTO patents (1976-2016). Predict the product of the given reaction. (1) Given the reactants CC1C=CC(S(O[CH2:12][CH:13]2[CH2:17][C:16]3[CH:18]=[C:19]([CH3:30])[CH:20]=[C:21]([C:22]4[CH:27]=[C:26]([Cl:28])[CH:25]=[CH:24][C:23]=4[Cl:29])[C:15]=3[O:14]2)(=O)=O)=CC=1.[CH3:31][NH2:32], predict the reaction product. The product is: [Cl:29][C:23]1[CH:24]=[CH:25][C:26]([Cl:28])=[CH:27][C:22]=1[C:21]1[C:15]2[O:14][CH:13]([CH2:12][NH:32][CH3:31])[CH2:17][C:16]=2[CH:18]=[C:19]([CH3:30])[CH:20]=1. (2) Given the reactants [OH:1][C:2]1[C:11]2[C:6](=[CH:7][C:8]([CH2:12][C:13]3[CH:18]=[CH:17][CH:16]=[CH:15][CH:14]=3)=[CH:9][N:10]=2)[NH:5][C:4](=[O:19])[C:3]=1[C:20](OCC)=[O:21].[CH3:25][CH:26]([NH2:33])[C:27]1[CH:32]=[CH:31][CH:30]=[CH:29][CH:28]=1, predict the reaction product. The product is: [OH:1][C:2]1[C:11]2[C:6](=[CH:7][C:8]([CH2:12][C:13]3[CH:14]=[CH:15][CH:16]=[CH:17][CH:18]=3)=[CH:9][N:10]=2)[NH:5][C:4](=[O:19])[C:3]=1[C:20]([NH:33][CH:26]([C:27]1[CH:32]=[CH:31][CH:30]=[CH:29][CH:28]=1)[CH3:25])=[O:21]. (3) Given the reactants [Cl:1][C:2]1[CH:7]=[CH:6][C:5]([C:8]2[CH:13]=[C:12]([CH3:14])[N:11]=[C:10]([N:15]3[CH:19]=[C:18](I)[N:17]=[CH:16]3)[N:9]=2)=[CH:4][C:3]=1[CH3:21].[NH2:22][C:23]1[CH:28]=[CH:27][C:26](B2OC(C)(C)C(C)(C)O2)=[CH:25][N:24]=1, predict the reaction product. The product is: [Cl:1][C:2]1[CH:7]=[CH:6][C:5]([C:8]2[CH:13]=[C:12]([CH3:14])[N:11]=[C:10]([N:15]3[CH:19]=[C:18]([C:26]4[CH:27]=[CH:28][C:23]([NH2:22])=[N:24][CH:25]=4)[N:17]=[CH:16]3)[N:9]=2)=[CH:4][C:3]=1[CH3:21]. (4) The product is: [CH2:20]([O:27][C:28]1[CH:29]=[C:30]([CH2:4][CH2:3][CH2:2][CH2:1][N:5]2[CH2:9][CH2:8][CH:7]([S:10]([C:13]3[CH:14]=[CH:15][C:16]([OH:19])=[CH:17][CH:18]=3)(=[O:12])=[O:11])[CH2:6]2)[CH:31]=[CH:32][CH:33]=1)[C:21]1[CH:26]=[CH:25][CH:24]=[CH:23][CH:22]=1. Given the reactants [CH2:1]([N:5]1[CH2:9][CH2:8][CH:7]([S:10]([C:13]2[CH:18]=[CH:17][C:16]([OH:19])=[CH:15][CH:14]=2)(=[O:12])=[O:11])[CH2:6]1)[CH2:2][CH:3]=[CH2:4].[CH2:20]([O:27][C:28]1[CH:33]=[CH:32][CH:31]=[C:30](I)[CH:29]=1)[C:21]1[CH:26]=[CH:25][CH:24]=[CH:23][CH:22]=1, predict the reaction product.